From a dataset of Full USPTO retrosynthesis dataset with 1.9M reactions from patents (1976-2016). Predict the reactants needed to synthesize the given product. (1) The reactants are: C([O:3][C:4](=[O:23])[C:5]([O:15][C:16]1[CH:21]=[CH:20][C:19]([F:22])=[CH:18][CH:17]=1)([CH3:14])[CH2:6][C:7]1[CH:12]=[CH:11][C:10](O)=[CH:9][CH:8]=1)C.[C:24]1([C:30]2[O:31][C:32]([CH3:48])=[C:33]([CH2:35][CH2:36][O:37]S(C3C=CC(C)=CC=3)(=O)=O)[N:34]=2)[CH:29]=[CH:28][CH:27]=[CH:26][CH:25]=1. Given the product [F:22][C:19]1[CH:18]=[CH:17][C:16]([O:15][C:5]([CH3:14])([CH2:6][C:7]2[CH:8]=[CH:9][C:10]([O:37][CH2:36][CH2:35][C:33]3[N:34]=[C:30]([C:24]4[CH:25]=[CH:26][CH:27]=[CH:28][CH:29]=4)[O:31][C:32]=3[CH3:48])=[CH:11][CH:12]=2)[C:4]([OH:23])=[O:3])=[CH:21][CH:20]=1, predict the reactants needed to synthesize it. (2) Given the product [CH:1]1([CH2:4][N:17]2[CH:18]=[C:13]([I:12])[CH:14]=[C:15]([NH:20][C:21](=[O:30])[O:22][CH2:23][C:24]3[CH:25]=[CH:26][CH:27]=[CH:28][CH:29]=3)[C:16]2=[O:19])[CH2:3][CH2:2]1, predict the reactants needed to synthesize it. The reactants are: [CH:1]1([CH2:4]Br)[CH2:3][CH2:2]1.C(=O)([O-])[O-].[Cs+].[Cs+].[I:12][C:13]1[CH:14]=[C:15]([NH:20][C:21](=[O:30])[O:22][CH2:23][C:24]2[CH:29]=[CH:28][CH:27]=[CH:26][CH:25]=2)[C:16](=[O:19])[NH:17][CH:18]=1. (3) Given the product [CH3:18][O:15][C:4]1[C:5]([C:13]#[N:14])=[C:6]([N:7]2[CH2:12][CH2:11][CH2:10][CH2:9][CH2:8]2)[N:2]([CH3:1])[N:3]=1, predict the reactants needed to synthesize it. The reactants are: [CH3:1][N:2]1[C:6]([N:7]2[CH2:12][CH2:11][CH2:10][CH2:9][CH2:8]2)=[C:5]([C:13]#[N:14])[C:4](=[O:15])[NH:3]1.CO.[CH:18]1C=CC(P(C2C=CC=CC=2)C2C=CC=CC=2)=CC=1.CC(OC(/N=N/C(OC(C)C)=O)=O)C.